Dataset: Forward reaction prediction with 1.9M reactions from USPTO patents (1976-2016). Task: Predict the product of the given reaction. (1) Given the reactants [CH:1]1([C:4]([NH:6][C:7]2[CH:12]=[CH:11][C:10]([C:13]3[N:14]=[C:15]4[C:21]5[CH:22]=[CH:23][CH:24]=[CH:25][C:20]=5[NH:19][C:18]5[N:26]=[CH:27][CH:28]=[CH:29][C:17]=5[N:16]4[C:30]=3[C:31]3[CH:36]=[CH:35][C:34]([C:37]4([NH:41]C(=O)OC(C)(C)C)[CH2:40][CH2:39][CH2:38]4)=[CH:33][CH:32]=3)=[CH:9][CH:8]=2)=[O:5])[CH2:3][CH2:2]1.[ClH:49].O1CCOCC1, predict the reaction product. The product is: [ClH:49].[ClH:49].[ClH:49].[NH2:41][C:37]1([C:34]2[CH:33]=[CH:32][C:31]([C:30]3[N:16]4[C:17]5[CH:29]=[CH:28][CH:27]=[N:26][C:18]=5[NH:19][C:20]5[CH:25]=[CH:24][CH:23]=[CH:22][C:21]=5[C:15]4=[N:14][C:13]=3[C:10]3[CH:9]=[CH:8][C:7]([NH:6][C:4]([CH:1]4[CH2:3][CH2:2]4)=[O:5])=[CH:12][CH:11]=3)=[CH:36][CH:35]=2)[CH2:40][CH2:39][CH2:38]1. (2) Given the reactants [ClH:1].[NH2:2][CH2:3][CH2:4][C:5]1[C:13]2[S:12][C:11](=[O:14])[NH:10][C:9]=2[C:8]([OH:15])=[CH:7][CH:6]=1.[N+](C1C=CC(C(O[CH2:26][CH2:27][S:28]([CH2:31][CH2:32][CH2:33][O:34][CH2:35][CH2:36][C:37]2[CH:42]=[CH:41][CH:40]=[CH:39][CH:38]=2)(=[O:30])=[O:29])=O)=CC=1)([O-])=O.C(N(CC)CC)C.Cl, predict the reaction product. The product is: [ClH:1].[OH:15][C:8]1[C:9]2[NH:10][C:11](=[O:14])[S:12][C:13]=2[C:5]([CH2:4][CH2:3][NH:2][CH2:26][CH2:27][S:28]([CH2:31][CH2:32][CH2:33][O:34][CH2:35][CH2:36][C:37]2[CH:38]=[CH:39][CH:40]=[CH:41][CH:42]=2)(=[O:30])=[O:29])=[CH:6][CH:7]=1. (3) Given the reactants [NH2:1][CH:2]1[CH2:7][CH2:6][CH2:5][CH:4]([C:8]([OH:10])=[O:9])[CH2:3]1.[OH-].[K+].[C:13](=[S:15])=[S:14].Cl[CH2:17][C:18](O)=[O:19], predict the reaction product. The product is: [O:19]=[C:18]1[CH2:17][S:14][C:13](=[S:15])[N:1]1[CH:2]1[CH2:7][CH2:6][CH2:5][CH:4]([C:8]([OH:10])=[O:9])[CH2:3]1. (4) Given the reactants [OH:1][C:2]1[CH2:7][C:6]([CH3:9])([CH3:8])[CH2:5][C:4](=[O:10])[C:3]=1[C:11]1[C:19]2[C:14](=[CH:15][CH:16]=[CH:17][CH:18]=2)[NH:13][CH:12]=1.[CH3:20][O:21][C:22]1[CH:27]=[CH:26][C:25]([CH2:28][C:29](O[C:29](=O)[CH2:28][C:25]2[CH:26]=[CH:27][C:22]([O:21][CH3:20])=[CH:23][CH:24]=2)=O)=[CH:24][CH:23]=1, predict the reaction product. The product is: [CH3:20][O:21][C:22]1[CH:27]=[CH:26][C:25]([CH:28]=[C:29]2[C:12]3[NH:13][C:14]4[CH:15]=[CH:16][CH:17]=[CH:18][C:19]=4[C:11]=3[C:3]3[C:2](=[O:1])[CH2:7][C:6]([CH3:9])([CH3:8])[CH2:5][C:4]=3[O:10]2)=[CH:24][CH:23]=1.